This data is from Forward reaction prediction with 1.9M reactions from USPTO patents (1976-2016). The task is: Predict the product of the given reaction. (1) Given the reactants CN(C=O)C.[CH3:6][O:7][C:8](=[O:38])[N:9]=[C:10]([S:36][CH3:37])[C:11]([C:25]1[CH:30]=[C:29]([O:31][CH2:32][CH3:33])[CH:28]=[C:27]([OH:34])[C:26]=1[F:35])=[N:12][C:13]1[CH:18]=[CH:17][C:16]([C:19]2[N:23]=[C:22]([CH3:24])[O:21][N:20]=2)=[CH:15][CH:14]=1.C(=O)([O-])[O-].[K+].[K+].Br[CH2:46][CH2:47][O:48][CH:49]1[CH2:54][CH2:53][CH2:52][CH2:51][O:50]1, predict the reaction product. The product is: [CH3:6][O:7][C:8](=[O:38])[N:9]=[C:10]([S:36][CH3:37])[C:11]([C:25]1[CH:30]=[C:29]([O:31][CH2:32][CH3:33])[CH:28]=[C:27]([O:34][CH2:46][CH2:47][O:48][CH:49]2[CH2:54][CH2:53][CH2:52][CH2:51][O:50]2)[C:26]=1[F:35])=[N:12][C:13]1[CH:18]=[CH:17][C:16]([C:19]2[N:23]=[C:22]([CH3:24])[O:21][N:20]=2)=[CH:15][CH:14]=1. (2) Given the reactants [NH:1]1[CH:5]=[CH:4][C:3]([O:6][CH2:7][C:8]2[C:13]([CH2:14][CH3:15])=[CH:12][CH:11]=[CH:10][C:9]=2[N:16]2[C:20](=[O:21])[N:19]([CH3:22])[N:18]=[N:17]2)=[N:2]1.[CH3:23][O:24][C:25]1[C:30](B(O)O)=[CH:29][CH:28]=[C:27]([O:34][CH3:35])[N:26]=1.N1C=CC=CC=1, predict the reaction product. The product is: [CH3:23][O:24][C:25]1[C:30]([N:1]2[CH:5]=[CH:4][C:3]([O:6][CH2:7][C:8]3[C:13]([CH2:14][CH3:15])=[CH:12][CH:11]=[CH:10][C:9]=3[N:16]3[C:20](=[O:21])[N:19]([CH3:22])[N:18]=[N:17]3)=[N:2]2)=[CH:29][CH:28]=[C:27]([O:34][CH3:35])[N:26]=1. (3) Given the reactants [C:1]([NH:4][C:5]1[CH:13]=[CH:12][CH:11]=[C:10]2[C:6]=1[C:7](=[O:35])[N:8]([CH:15]([C:20]1[CH:25]=[CH:24][C:23]([O:26][CH:27]([F:29])[F:28])=[C:22]([O:30][CH2:31][CH:32]3[CH2:34][CH2:33]3)[CH:21]=1)[CH2:16][C:17]([OH:19])=O)[C:9]2=[O:14])(=[O:3])[CH3:2].C(N1C=CN=C1)([N:38]1C=CN=C1)=O.[OH-].[NH4+].O, predict the reaction product. The product is: [C:1]([NH:4][C:5]1[CH:13]=[CH:12][CH:11]=[C:10]2[C:6]=1[C:7](=[O:35])[N:8]([CH:15]([C:20]1[CH:25]=[CH:24][C:23]([O:26][CH:27]([F:29])[F:28])=[C:22]([O:30][CH2:31][CH:32]3[CH2:33][CH2:34]3)[CH:21]=1)[CH2:16][C:17]([NH2:38])=[O:19])[C:9]2=[O:14])(=[O:3])[CH3:2].